Dataset: CYP3A4 inhibition data for predicting drug metabolism from PubChem BioAssay. Task: Regression/Classification. Given a drug SMILES string, predict its absorption, distribution, metabolism, or excretion properties. Task type varies by dataset: regression for continuous measurements (e.g., permeability, clearance, half-life) or binary classification for categorical outcomes (e.g., BBB penetration, CYP inhibition). Dataset: cyp3a4_veith. (1) The compound is COc1cccc(C2NC(c3cccc(OC)c3O)C(C)C(=O)C2C)c1O. The result is 1 (inhibitor). (2) The molecule is c1ccc(CNc2nc(-c3cccnc3)nc3ccccc23)cc1. The result is 1 (inhibitor). (3) The molecule is CCCNC(=O)OC[C@@H]1O[C@H](CCO/N=C(\C)CCN2CCCCc3nc(C)c(C)cc32)C=C[C@@H]1Oc1ccc(OC)cc1. The result is 1 (inhibitor). (4) The drug is COCCn1c(=O)c(-c2cn(C)c3ccccc23)nc2cnc(N3CCOCC3)nc21. The result is 0 (non-inhibitor).